This data is from Forward reaction prediction with 1.9M reactions from USPTO patents (1976-2016). The task is: Predict the product of the given reaction. (1) Given the reactants Br[C:2]1[CH:7]=[CH:6][CH:5]=[C:4]([Br:8])[CH:3]=1.[NH:9]1[CH2:12][CH2:11][CH2:10]1, predict the reaction product. The product is: [Br:8][C:4]1[CH:3]=[C:2]([N:9]2[CH2:12][CH2:11][CH2:10]2)[CH:7]=[CH:6][CH:5]=1. (2) Given the reactants N[CH2:2][CH2:3][NH:4][C:5]([C:7]1[S:8][CH:9]=[CH:10][C:11]=1[NH:12][C:13]1[CH:18]=[CH:17][N:16]=[C:15]2[NH:19][CH:20]=[CH:21][C:14]=12)=[O:6].[C:22]([NH:29]CCCN)(OC(C)(C)C)=O, predict the reaction product. The product is: [NH2:29][CH2:22][CH2:2][CH2:3][NH:4][C:5]([C:7]1[S:8][CH:9]=[CH:10][C:11]=1[NH:12][C:13]1[CH:18]=[CH:17][N:16]=[C:15]2[NH:19][CH:20]=[CH:21][C:14]=12)=[O:6]. (3) Given the reactants Br[CH2:2][CH2:3][CH2:4][CH2:5][CH2:6][CH2:7][CH2:8][CH2:9][CH2:10][CH2:11][O:12][CH:13]1[CH2:18][CH2:17][CH2:16][CH2:15][O:14]1.[CH2:19]([Mg]Cl)[CH2:20][CH2:21][CH2:22][CH2:23][CH2:24][CH2:25][CH2:26][CH2:27][CH2:28][CH2:29][CH2:30][CH2:31][CH2:32][CH2:33][CH2:34][CH2:35][CH3:36], predict the reaction product. The product is: [CH2:11]([O:12][CH:13]1[CH2:18][CH2:17][CH2:16][CH2:15][O:14]1)[CH2:10][CH2:9][CH2:8][CH2:7][CH2:6][CH2:5][CH2:4][CH2:3][CH2:2][CH2:36][CH2:35][CH2:34][CH2:33][CH2:32][CH2:31][CH2:30][CH2:29][CH2:28][CH2:27][CH2:26][CH2:25][CH2:24][CH2:23][CH2:22][CH2:21][CH2:20][CH3:19]. (4) Given the reactants CO[CH:3]([CH3:11])[C:4](OC)(OC)OC.[F:12][C:13]1[CH:37]=[CH:36][C:16]([O:17][C:18]2[C:26]3[N:25]=[C:24]([NH:27][NH2:28])[NH:23][C:22]=3[CH:21]=[C:20]([O:29][C:30]3[CH:31]=[N:32][CH:33]=[CH:34][CH:35]=3)[CH:19]=2)=[CH:15][CH:14]=1, predict the reaction product. The product is: [F:12][C:13]1[CH:37]=[CH:36][C:16]([O:17][C:18]2[C:26]3[N:25]=[C:24]([N:27]4[CH:11]=[CH:3][CH:4]=[N:28]4)[NH:23][C:22]=3[CH:21]=[C:20]([O:29][C:30]3[CH:31]=[N:32][CH:33]=[CH:34][CH:35]=3)[CH:19]=2)=[CH:15][CH:14]=1. (5) Given the reactants [CH3:1][O:2][CH2:3][CH2:4][CH2:5][N:6]1[C:11]2[CH:12]=[C:13]([CH2:16][O:17][CH:18]3[CH:23]([C:24]4[CH:29]=[CH:28][C:27](OS(C(F)(F)F)(=O)=O)=[CH:26][CH:25]=4)[CH2:22][CH2:21][N:20]([C:38]([O:40][CH2:41][C:42]4[CH:47]=[CH:46][CH:45]=[CH:44][CH:43]=4)=[O:39])[CH2:19]3)[CH:14]=[CH:15][C:10]=2[O:9][CH2:8][CH2:7]1.[F:48][C:49]1[CH:59]=[CH:58][C:57]([F:60])=[CH:56][C:50]=1[O:51][CH2:52][CH2:53][CH2:54][NH2:55].C(=O)([O-])O.[Na+], predict the reaction product. The product is: [F:48][C:49]1[CH:59]=[CH:58][C:57]([F:60])=[CH:56][C:50]=1[O:51][CH2:52][CH2:53][CH2:54][NH:55][C:27]1[CH:28]=[CH:29][C:24]([CH:23]2[CH2:22][CH2:21][N:20]([C:38]([O:40][CH2:41][C:42]3[CH:43]=[CH:44][CH:45]=[CH:46][CH:47]=3)=[O:39])[CH2:19][CH:18]2[O:17][CH2:16][C:13]2[CH:14]=[CH:15][C:10]3[O:9][CH2:8][CH2:7][N:6]([CH2:5][CH2:4][CH2:3][O:2][CH3:1])[C:11]=3[CH:12]=2)=[CH:25][CH:26]=1.